From a dataset of Full USPTO retrosynthesis dataset with 1.9M reactions from patents (1976-2016). Predict the reactants needed to synthesize the given product. (1) Given the product [N+:8]([C:5]1[CH:6]=[CH:7][C:2]([N:1]2[CH2:12][CH2:13][CH2:14][CH2:15][C:16]2=[O:17])=[N:3][CH:4]=1)([O-:10])=[O:9], predict the reactants needed to synthesize it. The reactants are: [NH2:1][C:2]1[CH:7]=[CH:6][C:5]([N+:8]([O-:10])=[O:9])=[CH:4][N:3]=1.Br[CH2:12][CH2:13][CH2:14][CH2:15][C:16](Cl)=[O:17].C(N(CC)CC)C.CC(C)([O-])C.[K+]. (2) Given the product [Br:28][C:29]1[N:33]([CH2:34][C:35]([NH:2][C@H:3]([C:12]2[C:17]([C:18]3[CH:19]=[CH:20][C:21]([F:27])=[C:22]([CH:26]=3)[C:23]([NH2:25])=[O:24])=[CH:16][CH:15]=[CH:14][N:13]=2)[CH2:4][C:5]2[CH:10]=[CH:9][CH:8]=[C:7]([F:11])[CH:6]=2)=[O:36])[N:32]=[C:31]([C:38]([F:41])([F:40])[F:39])[CH:30]=1, predict the reactants needed to synthesize it. The reactants are: Cl.[NH2:2][C@H:3]([C:12]1[C:17]([C:18]2[CH:19]=[CH:20][C:21]([F:27])=[C:22]([CH:26]=2)[C:23]([NH2:25])=[O:24])=[CH:16][CH:15]=[CH:14][N:13]=1)[CH2:4][C:5]1[CH:10]=[CH:9][CH:8]=[C:7]([F:11])[CH:6]=1.[Br:28][C:29]1[N:33]([CH2:34][C:35](O)=[O:36])[N:32]=[C:31]([C:38]([F:41])([F:40])[F:39])[CH:30]=1. (3) Given the product [F:1][C:2]1[C:7]([O:8][CH3:9])=[CH:6][C:5]([O:10][CH3:11])=[C:4]([F:12])[C:3]=1[N:13]1[CH2:22][C:21]2[C:16](=[N:17][C:18]([NH:29][CH2:30][CH2:31][O:32][CH2:33][CH2:34][OH:35])=[N:19][CH:20]=2)[N:15]([CH2:26][CH3:27])[C:14]1=[O:28], predict the reactants needed to synthesize it. The reactants are: [F:1][C:2]1[C:7]([O:8][CH3:9])=[CH:6][C:5]([O:10][CH3:11])=[C:4]([F:12])[C:3]=1[N:13]1[CH2:22][C:21]2[C:16](=[N:17][C:18](S(C)=O)=[N:19][CH:20]=2)[N:15]([CH2:26][CH3:27])[C:14]1=[O:28].[NH2:29][CH2:30][CH2:31][O:32][CH2:33][CH2:34][OH:35]. (4) Given the product [CH3:13][N:11]([CH2:10][CH:9]1[C:8]2[CH:14]=[C:15]([C:18]3[C:26]4[C:21](=[CH:22][C:23]([F:27])=[CH:24][CH:25]=4)[NH:20][CH:19]=3)[CH:16]=[CH:17][C:7]=2[S:6](=[O:28])(=[O:29])[NH:5]1)[CH3:12], predict the reactants needed to synthesize it. The reactants are: C([N:5]1[CH:9]([CH2:10][N:11]([CH3:13])[CH3:12])[C:8]2[CH:14]=[C:15]([C:18]3[C:26]4[C:21](=[CH:22][C:23]([F:27])=[CH:24][CH:25]=4)[NH:20][CH:19]=3)[CH:16]=[CH:17][C:7]=2[S:6]1(=[O:29])=[O:28])(C)(C)C.C(O)(C(F)(F)F)=O.